From a dataset of Full USPTO retrosynthesis dataset with 1.9M reactions from patents (1976-2016). Predict the reactants needed to synthesize the given product. Given the product [Cl:1][C:2]1[CH:18]=[CH:17][CH:16]=[C:15]([N+:19]([O-:21])=[O:20])[C:3]=1[C:4]([Cl:24])=[N:6][C:7]1[CH:12]=[CH:11][N:10]=[C:9]([Cl:13])[C:8]=1[F:14], predict the reactants needed to synthesize it. The reactants are: [Cl:1][C:2]1[CH:18]=[CH:17][CH:16]=[C:15]([N+:19]([O-:21])=[O:20])[C:3]=1[C:4]([NH:6][C:7]1[CH:12]=[CH:11][N:10]=[C:9]([Cl:13])[C:8]=1[F:14])=O.S(Cl)([Cl:24])=O.